This data is from Peptide-MHC class II binding affinity with 134,281 pairs from IEDB. The task is: Regression. Given a peptide amino acid sequence and an MHC pseudo amino acid sequence, predict their binding affinity value. This is MHC class II binding data. (1) The peptide sequence is AFKVAATAANAAVAN. The MHC is HLA-DPA10103-DPB10301 with pseudo-sequence HLA-DPA10103-DPB10301. The binding affinity (normalized) is 0.670. (2) The peptide sequence is IDLWSYNAELLVALE. The MHC is DRB4_0101 with pseudo-sequence DRB4_0103. The binding affinity (normalized) is 0.212. (3) The binding affinity (normalized) is 0.558. The MHC is DRB1_0405 with pseudo-sequence DRB1_0405. The peptide sequence is RNPRGSYQIAVVGLK. (4) The peptide sequence is GTKTEAEDVIPEGWK. The MHC is HLA-DQA10401-DQB10402 with pseudo-sequence HLA-DQA10401-DQB10402. The binding affinity (normalized) is 0.176. (5) The peptide sequence is KSEVYEKGLGKFVKT. The MHC is DRB1_1101 with pseudo-sequence DRB1_1101. The binding affinity (normalized) is 0.700. (6) The peptide sequence is IYECKGVTVKDVTIT. The MHC is DRB4_0101 with pseudo-sequence DRB4_0103. The binding affinity (normalized) is 0.101. (7) The peptide sequence is CNLDHDSEFCDMLKL. The MHC is DRB1_0101 with pseudo-sequence DRB1_0101. The binding affinity (normalized) is 0.634. (8) The peptide sequence is ALPTVEVVAAAADEV. The MHC is DRB3_0202 with pseudo-sequence DRB3_0202. The binding affinity (normalized) is 0. (9) The peptide sequence is QKTKQIGNRPGPSRG. The MHC is DRB4_0103 with pseudo-sequence DRB4_0103. The binding affinity (normalized) is 0.477.